This data is from Forward reaction prediction with 1.9M reactions from USPTO patents (1976-2016). The task is: Predict the product of the given reaction. (1) Given the reactants C([N:8]1[CH2:13][CH2:12][CH2:11][C@@H:10]([O:14][C:15]2[C:16]3[C:23]([C:24]4[CH:29]=[CH:28][C:27]([O:30][CH3:31])=[CH:26][CH:25]=4)=[C:22]([C:32]4[CH:37]=[CH:36][CH:35]=[CH:34][C:33]=4[F:38])[O:21][C:17]=3[N:18]=[CH:19][N:20]=2)[CH2:9]1)C1C=CC=CC=1.[CH:39]([OH:41])=[O:40], predict the reaction product. The product is: [CH:39]([OH:41])=[O:40].[F:38][C:33]1[CH:34]=[CH:35][CH:36]=[CH:37][C:32]=1[C:22]1[O:21][C:17]2[N:18]=[CH:19][N:20]=[C:15]([O:14][C@@H:10]3[CH2:11][CH2:12][CH2:13][NH:8][CH2:9]3)[C:16]=2[C:23]=1[C:24]1[CH:25]=[CH:26][C:27]([O:30][CH3:31])=[CH:28][CH:29]=1. (2) Given the reactants [C:1]([O:5][C:6](=[O:14])[C:7]1[CH:12]=[CH:11][C:10]([NH2:13])=[CH:9][CH:8]=1)([CH3:4])([CH3:3])[CH3:2].[N:15]1[CH:20]=[C:19]([CH:21]=O)[CH:18]=[CH:17][CH:16]=1.[BH-](OC(C)=O)(OC(C)=O)OC(C)=O.[Na+], predict the reaction product. The product is: [C:1]([O:5][C:6](=[O:14])[C:7]1[CH:8]=[CH:9][C:10]([NH:13][CH2:21][C:19]2[CH:20]=[N:15][CH:16]=[CH:17][CH:18]=2)=[CH:11][CH:12]=1)([CH3:4])([CH3:2])[CH3:3]. (3) Given the reactants O=P(Cl)(Cl)[Cl:3].[N+:6]([C:9]1[C:10]2[N:11]([N:20]=[N:21][N:22]=2)[C:12]2[C:17]([C:18]=1O)=[CH:16][CH:15]=[CH:14][CH:13]=2)([O-:8])=[O:7], predict the reaction product. The product is: [Cl:3][C:18]1[C:17]2[C:12](=[CH:13][CH:14]=[CH:15][CH:16]=2)[N:11]2[N:20]=[N:21][N:22]=[C:10]2[C:9]=1[N+:6]([O-:8])=[O:7]. (4) Given the reactants Br[CH2:2][C:3]([C:5]1[CH:10]=[CH:9][CH:8]=[CH:7][C:6]=1[Cl:11])=O.[N:12]1([C:17]2[CH:18]=[C:19]([NH:23][C:24]([NH2:26])=[S:25])[CH:20]=[CH:21][CH:22]=2)[CH:16]=[CH:15][N:14]=[CH:13]1.C(OCC)(=O)C.C(=O)([O-])[O-].[K+].[K+], predict the reaction product. The product is: [Cl:11][C:6]1[CH:7]=[CH:8][CH:9]=[CH:10][C:5]=1[C:3]1[N:26]=[C:24]([NH:23][C:19]2[CH:20]=[CH:21][CH:22]=[C:17]([N:12]3[CH:16]=[CH:15][N:14]=[CH:13]3)[CH:18]=2)[S:25][CH:2]=1.